This data is from Full USPTO retrosynthesis dataset with 1.9M reactions from patents (1976-2016). The task is: Predict the reactants needed to synthesize the given product. (1) The reactants are: [N+:1]([C:4]1[CH:16]=[CH:15][C:14]2[C:13]3[C:8](=[CH:9][C:10]([N+:17]([O-])=O)=[CH:11][CH:12]=3)[C:7](=[CH:20][C:21]([NH:23][CH2:24][CH2:25][CH2:26][CH2:27][CH2:28][C:29]([NH:31][C:32]3[CH:37]=[CH:36][CH:35]=[CH:34][C:33]=3[NH2:38])=[O:30])=[O:22])[C:6]=2[CH:5]=1)([O-])=O.[H][H]. Given the product [NH2:17][C:10]1[CH:11]=[CH:12][C:13]2[C:14]3[C:6](=[CH:5][C:4]([NH2:1])=[CH:16][CH:15]=3)[C:7](=[CH:20][C:21]([NH:23][CH2:24][CH2:25][CH2:26][CH2:27][CH2:28][C:29]([NH:31][C:32]3[CH:37]=[CH:36][CH:35]=[CH:34][C:33]=3[NH2:38])=[O:30])=[O:22])[C:8]=2[CH:9]=1, predict the reactants needed to synthesize it. (2) Given the product [NH2:1][C:2]1[N:7]=[CH:6][N:5]=[C:4]2[N:8]([CH:13]([C:15]3[C:16]([O:34][CH2:35][CH3:36])=[C:17]([C:23]4[CH:24]=[CH:25][C:26]([C:29]([N:31]([CH3:33])[CH3:32])=[O:30])=[N:27][CH:28]=4)[C:18]([CH3:22])=[C:19]([Cl:21])[CH:20]=3)[CH3:14])[N:9]=[C:47]([CH:45]([OH:49])[CH2:48][OH:41])[C:3]=12, predict the reactants needed to synthesize it. The reactants are: [NH2:1][C:2]1[N:7]=[CH:6][N:5]=[C:4]2[N:8]([CH:13]([C:15]3[C:16]([O:34][CH2:35][CH3:36])=[C:17]([C:23]4[CH:24]=[CH:25][C:26]([C:29]([N:31]([CH3:33])[CH3:32])=[O:30])=[N:27][CH:28]=4)[C:18]([CH3:22])=[C:19]([Cl:21])[CH:20]=3)[CH3:14])[N:9]=C(C=C)[C:3]=12.C[N+]1([O-])CC[O:41]CC1.[C:45]([OH:49])([CH3:48])([CH3:47])C. (3) Given the product [ClH:1].[N+:19]([C:22]1[CH:23]=[CH:24][C:25]([C:28]2[S:32][C:31]([C:33]([NH2:36])([CH3:34])[CH3:35])=[N:30][CH:29]=2)=[CH:26][CH:27]=1)([O-:21])=[O:20], predict the reactants needed to synthesize it. The reactants are: [ClH:1].[N+](C1C=CC(C2SC(CCN)=NC=2)=CC=1)([O-])=O.[N+:19]([C:22]1[CH:27]=[CH:26][C:25]([C:28]2[S:32][C:31]([C:33]([NH:36]C(=O)OC(C)(C)C)([CH3:35])[CH3:34])=[N:30][CH:29]=2)=[CH:24][CH:23]=1)([O-:21])=[O:20].Cl. (4) Given the product [C:14]([C:15]1[CH2:16][N:8]([C:1]([O:3][C:4]([CH3:5])([CH3:6])[CH3:7])=[O:2])[CH2:11][C:10](=[O:12])[C:9]=1[CH3:20])([CH3:19])([CH3:18])[CH3:13], predict the reactants needed to synthesize it. The reactants are: [C:1]([N:8]1[CH2:11][C:10](=[O:12])[CH2:9]1)([O:3][C:4]([CH3:7])([CH3:6])[CH3:5])=[O:2].[CH3:13][C:14]([CH3:19])([CH3:18])[C:15]#[C:16]C.[C:20]1(C)C=CC=CC=1. (5) Given the product [C:1]([C:3]1[CH:4]=[C:5]([CH:9]=[C:10]([CH:14]([CH3:16])[CH3:15])[C:11]=1[O:12][CH3:13])[C:6]([OH:8])=[O:7])#[N:18], predict the reactants needed to synthesize it. The reactants are: [CH:1]([C:3]1[CH:4]=[C:5]([CH:9]=[C:10]([CH:14]([CH3:16])[CH3:15])[C:11]=1[O:12][CH3:13])[C:6]([OH:8])=[O:7])=O.Cl.[NH2:18]O. (6) Given the product [C:1]1([C@H:7]([NH:9][C:10]([N:12]2[C:15](=[O:16])[C@@H:14]([S:17][C:18]3[CH:23]=[CH:22][CH:21]=[C:20]([NH2:24])[CH:19]=3)[C@H:13]2[C:27]([O:29][CH2:30][CH3:31])=[O:28])=[O:11])[CH3:8])[CH:2]=[CH:3][CH:4]=[CH:5][CH:6]=1, predict the reactants needed to synthesize it. The reactants are: [C:1]1([C@H:7]([NH:9][C:10]([N:12]2[C:15](=[O:16])[C@@H:14]([S:17][C:18]3[CH:23]=[CH:22][CH:21]=[C:20]([N+:24]([O-])=O)[CH:19]=3)[C@H:13]2[C:27]([O:29][CH2:30][CH3:31])=[O:28])=[O:11])[CH3:8])[CH:6]=[CH:5][CH:4]=[CH:3][CH:2]=1.O.[Sn](Cl)(Cl)(Cl)Cl.